Dataset: Full USPTO retrosynthesis dataset with 1.9M reactions from patents (1976-2016). Task: Predict the reactants needed to synthesize the given product. (1) Given the product [CH2:11]([O:10][C:9]1[C:2]([B:20]2[O:24][C:23]([CH3:26])([CH3:25])[C:22]([CH3:28])([CH3:27])[O:21]2)=[C:3]([CH:6]=[CH:7][C:8]=1[O:13][CH3:14])[CH:4]=[O:5])[CH3:12], predict the reactants needed to synthesize it. The reactants are: Br[C:2]1[C:9]([O:10][CH2:11][CH3:12])=[C:8]([O:13][CH3:14])[CH:7]=[CH:6][C:3]=1[CH:4]=[O:5].CC([O-])=O.[K+].[B:20]1([B:20]2[O:24][C:23]([CH3:26])([CH3:25])[C:22]([CH3:28])([CH3:27])[O:21]2)[O:24][C:23]([CH3:26])([CH3:25])[C:22]([CH3:28])([CH3:27])[O:21]1. (2) Given the product [C:15]([C:19]1[CH:47]=[CH:46][C:22]([CH2:23][N:24]2[C:28]3[CH:29]=[CH:30][CH:31]=[CH:32][C:27]=3[N:26]([CH2:33][C:34]3[CH:39]=[CH:38][C:37]([NH:40][S:41]([CH3:44])(=[O:43])=[O:42])=[CH:36][CH:35]=3)[C:25]2=[S:2])=[CH:21][CH:20]=1)([CH3:18])([CH3:17])[CH3:16], predict the reactants needed to synthesize it. The reactants are: P12(SP3(SP(SP(S3)(S1)=S)(=S)S2)=S)=[S:2].[C:15]([C:19]1[CH:47]=[CH:46][C:22]([CH2:23][N:24]2[C:28]3[CH:29]=[CH:30][CH:31]=[CH:32][C:27]=3[N:26]([CH2:33][C:34]3[CH:39]=[CH:38][C:37]([NH:40][S:41]([CH3:44])(=[O:43])=[O:42])=[CH:36][CH:35]=3)[C:25]2=O)=[CH:21][CH:20]=1)([CH3:18])([CH3:17])[CH3:16].[OH-].[Na+].[Na+].[Cl-].